Dataset: NCI-60 drug combinations with 297,098 pairs across 59 cell lines. Task: Regression. Given two drug SMILES strings and cell line genomic features, predict the synergy score measuring deviation from expected non-interaction effect. (1) Synergy scores: CSS=42.8, Synergy_ZIP=-12.0, Synergy_Bliss=-0.449, Synergy_Loewe=-11.8, Synergy_HSA=1.17. Drug 2: C1=CN(C(=O)N=C1N)C2C(C(C(O2)CO)O)O.Cl. Drug 1: C1=C(C(=O)NC(=O)N1)N(CCCl)CCCl. Cell line: M14. (2) Drug 1: CC1=C(C(CCC1)(C)C)C=CC(=CC=CC(=CC(=O)O)C)C. Drug 2: CC1C(C(CC(O1)OC2CC(CC3=C2C(=C4C(=C3O)C(=O)C5=CC=CC=C5C4=O)O)(C(=O)C)O)N)O. Cell line: UACC-257. Synergy scores: CSS=45.2, Synergy_ZIP=-4.42, Synergy_Bliss=-2.60, Synergy_Loewe=-26.4, Synergy_HSA=1.30. (3) Drug 1: CC1OCC2C(O1)C(C(C(O2)OC3C4COC(=O)C4C(C5=CC6=C(C=C35)OCO6)C7=CC(=C(C(=C7)OC)O)OC)O)O. Drug 2: CC=C1C(=O)NC(C(=O)OC2CC(=O)NC(C(=O)NC(CSSCCC=C2)C(=O)N1)C(C)C)C(C)C. Cell line: TK-10. Synergy scores: CSS=59.5, Synergy_ZIP=-3.25, Synergy_Bliss=1.72, Synergy_Loewe=3.15, Synergy_HSA=4.63. (4) Drug 1: CCCCCOC(=O)NC1=NC(=O)N(C=C1F)C2C(C(C(O2)C)O)O. Drug 2: CC(C)CN1C=NC2=C1C3=CC=CC=C3N=C2N. Cell line: HS 578T. Synergy scores: CSS=4.10, Synergy_ZIP=-3.88, Synergy_Bliss=-6.15, Synergy_Loewe=-3.22, Synergy_HSA=-3.10. (5) Synergy scores: CSS=63.5, Synergy_ZIP=-2.77, Synergy_Bliss=-4.91, Synergy_Loewe=-7.52, Synergy_HSA=-5.68. Drug 2: CC1C(C(CC(O1)OC2CC(OC(C2O)C)OC3=CC4=CC5=C(C(=O)C(C(C5)C(C(=O)C(C(C)O)O)OC)OC6CC(C(C(O6)C)O)OC7CC(C(C(O7)C)O)OC8CC(C(C(O8)C)O)(C)O)C(=C4C(=C3C)O)O)O)O. Cell line: SF-539. Drug 1: CC1C(C(=O)NC(C(=O)N2CCCC2C(=O)N(CC(=O)N(C(C(=O)O1)C(C)C)C)C)C(C)C)NC(=O)C3=C4C(=C(C=C3)C)OC5=C(C(=O)C(=C(C5=N4)C(=O)NC6C(OC(=O)C(N(C(=O)CN(C(=O)C7CCCN7C(=O)C(NC6=O)C(C)C)C)C)C(C)C)C)N)C.